Dataset: Forward reaction prediction with 1.9M reactions from USPTO patents (1976-2016). Task: Predict the product of the given reaction. (1) Given the reactants [OH:1][C:2]1[CH:3]=[C:4]([CH:19]=[C:20]([OH:23])[C:21]=1[OH:22])[C:5]([NH:7][CH2:8][CH2:9][C:10]1[CH:15]=[CH:14][C:13]([N+:16]([O-])=O)=[CH:12][CH:11]=1)=[O:6].CC(C1C=C(C=C(C(C)(C)C)C=1O)C(NCC1C=CC([N+]([O-])=O)=CC=1)=O)(C)C, predict the reaction product. The product is: [OH:1][C:2]1[CH:3]=[C:4]([CH:19]=[C:20]([OH:23])[C:21]=1[OH:22])[C:5]([NH:7][CH2:8][CH2:9][C:10]1[CH:11]=[CH:12][C:13]([NH2:16])=[CH:14][CH:15]=1)=[O:6]. (2) Given the reactants [NH2:1][C@@H:2]1[C:11]2[C:6](=[CH:7][CH:8]=[CH:9][CH:10]=2)[C@H:5]([OH:12])[CH2:4][CH2:3]1.[H-].[Na+].F[C:16]1[CH:17]=[CH:18][C:19]2[N:20]([C:22]([N:25]([CH3:39])[CH2:26][CH2:27][O:28][Si:29]([CH:36]([CH3:38])[CH3:37])([CH:33]([CH3:35])[CH3:34])[CH:30]([CH3:32])[CH3:31])=[N:23][N:24]=2)[CH:21]=1.[NH4+].[Cl-], predict the reaction product. The product is: [NH2:1][C@@H:2]1[C:11]2[C:6](=[CH:7][CH:8]=[CH:9][CH:10]=2)[C@H:5]([O:12][C:16]2[CH:17]=[CH:18][C:19]3[N:20]([C:22]([N:25]([CH3:39])[CH2:26][CH2:27][O:28][Si:29]([CH:33]([CH3:35])[CH3:34])([CH:30]([CH3:32])[CH3:31])[CH:36]([CH3:37])[CH3:38])=[N:23][N:24]=3)[CH:21]=2)[CH2:4][CH2:3]1.